Predict the reactants needed to synthesize the given product. From a dataset of Full USPTO retrosynthesis dataset with 1.9M reactions from patents (1976-2016). (1) Given the product [C:11]([C:7]1[CH:6]=[C:5]2[C:10](=[CH:9][CH:8]=1)[CH:2]([NH:1][C:15](=[O:16])[C:14]([F:25])([F:24])[F:13])[CH2:3][CH2:4]2)#[N:12], predict the reactants needed to synthesize it. The reactants are: [NH2:1][CH:2]1[C:10]2[C:5](=[CH:6][C:7]([C:11]#[N:12])=[CH:8][CH:9]=2)[CH2:4][CH2:3]1.[F:13][C:14]([F:25])([F:24])[C:15](O[C:15](=[O:16])[C:14]([F:25])([F:24])[F:13])=[O:16].CO. (2) Given the product [C:20]([C:24]1[CH:29]=[CH:28][C:27]2[NH:30][C:17]([C@@H:6]3[C@H:5]([OH:4])[CH2:9][CH2:8][NH:7]3)=[N:31][C:26]=2[CH:25]=1)([CH3:23])([CH3:21])[CH3:22], predict the reactants needed to synthesize it. The reactants are: C([O:4][C@@H:5]1[CH2:9][CH2:8][N:7](C(OC(C)(C)C)=O)[C@@H:6]1[C:17](O)=O)(=O)C.[C:20]([C:24]1[CH:29]=[CH:28][C:27]([NH2:30])=[C:26]([NH2:31])[CH:25]=1)([CH3:23])([CH3:22])[CH3:21]. (3) Given the product [Cl:1][C:2]1[N:3]=[C:4]([N:13]2[CH2:18][CH2:17][O:16][CH2:15][CH2:14]2)[C:5]2[N:10]=[C:9]([CH2:11][N:27]3[CH2:28][CH2:29][N:24]([S:21]([CH3:20])(=[O:23])=[O:22])[CH2:25][CH2:26]3)[S:8][C:6]=2[N:7]=1, predict the reactants needed to synthesize it. The reactants are: [Cl:1][C:2]1[N:3]=[C:4]([N:13]2[CH2:18][CH2:17][O:16][CH2:15][CH2:14]2)[C:5]2[N:10]=[C:9]([CH:11]=O)[S:8][C:6]=2[N:7]=1.Cl.[CH3:20][S:21]([N:24]1[CH2:29][CH2:28][NH:27][CH2:26][CH2:25]1)(=[O:23])=[O:22].C([O-])(=O)C.[Na+].COC(OC)OC.C(O[BH-](OC(=O)C)OC(=O)C)(=O)C.[Na+]. (4) Given the product [CH2:1]([N:4]1[CH:8]=[C:7]([C:9]2[CH:18]=[C:17]([O:19][CH2:20][CH2:21][C@@H:22]3[NH:36][C:35](=[O:37])[N:34]([CH3:38])[CH2:33][CH2:32][CH2:31][CH2:30][CH:29]=[CH:28][C@H:27]4[C@@:25]([C:39]([NH:53][S:50]([C:47]5([CH3:46])[CH2:49][CH2:48]5)(=[O:52])=[O:51])=[O:40])([CH2:26]4)[NH:24][C:23]3=[O:42])[C:16]3[C:11](=[C:12]([CH3:45])[C:13]([O:43][CH3:44])=[CH:14][CH:15]=3)[N:10]=2)[CH:6]=[N:5]1)[CH2:2][CH3:3], predict the reactants needed to synthesize it. The reactants are: [CH2:1]([N:4]1[CH:8]=[C:7]([C:9]2[CH:18]=[C:17]([O:19][CH2:20][CH2:21][C@@H:22]3[NH:36][C:35](=[O:37])[N:34]([CH3:38])[CH2:33][CH2:32][CH2:31][CH2:30][CH:29]=[CH:28][C@H:27]4[C@@:25]([C:39](O)=[O:40])([CH2:26]4)[NH:24][C:23]3=[O:42])[C:16]3[C:11](=[C:12]([CH3:45])[C:13]([O:43][CH3:44])=[CH:14][CH:15]=3)[N:10]=2)[CH:6]=[N:5]1)[CH2:2][CH3:3].[CH3:46][C:47]1([S:50]([NH2:53])(=[O:52])=[O:51])[CH2:49][CH2:48]1.